From a dataset of Forward reaction prediction with 1.9M reactions from USPTO patents (1976-2016). Predict the product of the given reaction. Given the reactants CC1(C)C(C)(C)OB(C2C=NN(CCCO)C=2)O1.C([O:26][CH2:27][CH:28]([CH3:44])[CH2:29][N:30]1[CH:34]=[C:33]([B:35]2[O:39][C:38]([CH3:41])([CH3:40])[C:37]([CH3:43])([CH3:42])[O:36]2)[CH:32]=[N:31]1)C1C=CC=CC=1, predict the reaction product. The product is: [CH3:44][CH:28]([CH2:29][N:30]1[CH:34]=[C:33]([B:35]2[O:39][C:38]([CH3:41])([CH3:40])[C:37]([CH3:42])([CH3:43])[O:36]2)[CH:32]=[N:31]1)[CH2:27][OH:26].